From a dataset of Forward reaction prediction with 1.9M reactions from USPTO patents (1976-2016). Predict the product of the given reaction. (1) Given the reactants [Cl:1][C:2]1[N:9]=[C:8]([C:10]([F:13])([F:12])[F:11])[CH:7]=[CH:6][C:3]=1[C:4]#N.CC(C[AlH]CC(C)C)C.C(O)(=[O:25])C, predict the reaction product. The product is: [Cl:1][C:2]1[N:9]=[C:8]([C:10]([F:13])([F:12])[F:11])[CH:7]=[CH:6][C:3]=1[CH:4]=[O:25]. (2) The product is: [Cl-:22].[NH2:2][C:3]1[CH:10]=[C:9]([NH:11][C:12]2[C:21]3[C:16](=[CH:17][C:18]([Cl:22])=[CH:19][CH:20]=3)[N+:15]([CH2:25][CH2:26][N:27]3[CH2:32][CH2:31][CH2:30][CH2:29][CH2:28]3)=[CH:14][CH:13]=2)[CH:8]=[C:5]([C:6]#[N:7])[CH:4]=1. Given the reactants Cl.[NH2:2][C:3]1[CH:4]=[C:5]([CH:8]=[C:9]([NH:11][C:12]2[C:21]3[C:16](=[CH:17][C:18]([Cl:22])=[CH:19][CH:20]=3)[N:15]=[CH:14][CH:13]=2)[CH:10]=1)[C:6]#[N:7].Cl.Cl[CH2:25][CH2:26][N:27]1[CH2:32][CH2:31][CH2:30][CH2:29][CH2:28]1.C([O-])([O-])=O.[K+].[K+], predict the reaction product. (3) Given the reactants [Br:1][C:2]1[CH:7]=[CH:6][C:5]([C:8]2([C:11]([OH:13])=O)[CH2:10][CH2:9]2)=[CH:4][CH:3]=1.[CH3:14][NH:15][CH3:16].C1CN([P+](ON2N=NC3C=CC=CC2=3)(N2CCCC2)N2CCCC2)CC1.F[P-](F)(F)(F)(F)F, predict the reaction product. The product is: [Br:1][C:2]1[CH:7]=[CH:6][C:5]([C:8]2([C:11]([N:15]([CH3:16])[CH3:14])=[O:13])[CH2:10][CH2:9]2)=[CH:4][CH:3]=1. (4) Given the reactants [CH2:1]([N:8]1[CH2:23][CH2:22][N:11]2[C:12](=[O:21])[C:13]3[CH:14]=[C:15]([CH3:20])[CH:16]=[CH:17][C:18]=3[CH2:19][C@@H:10]2[CH2:9]1)[C:2]1[CH:7]=[CH:6][CH:5]=[CH:4][CH:3]=1.[CH2:24]([Sn](CCCC)(CCCC)C=C)CCC.[Li+].[Cl-], predict the reaction product. The product is: [CH2:1]([N:8]1[CH2:23][CH2:22][N:11]2[C:12](=[O:21])[C:13]3[CH:14]=[C:15]([CH:20]=[CH2:24])[CH:16]=[CH:17][C:18]=3[CH2:19][C@@H:10]2[CH2:9]1)[C:2]1[CH:7]=[CH:6][CH:5]=[CH:4][CH:3]=1. (5) Given the reactants [C:1]([O:5][C:6]([N:8]1[C@H:12]([CH2:13][C:14]2[CH:19]=[CH:18][CH:17]=[CH:16][C:15]=2[F:20])[C@H:11]([CH2:21][C:22]2[N:30]=[CH:29][CH:28]=[CH:27][C:23]=2[C:24](O)=[O:25])[O:10][C:9]1([CH3:32])[CH3:31])=[O:7])([CH3:4])([CH3:3])[CH3:2].Cl.[CH3:34][NH2:35], predict the reaction product. The product is: [C:1]([O:5][C:6]([N:8]1[C@H:12]([CH2:13][C:14]2[CH:19]=[CH:18][CH:17]=[CH:16][C:15]=2[F:20])[C@H:11]([CH2:21][C:22]2[C:23]([C:24](=[O:25])[NH:35][CH3:34])=[CH:27][CH:28]=[CH:29][N:30]=2)[O:10][C:9]1([CH3:32])[CH3:31])=[O:7])([CH3:4])([CH3:2])[CH3:3]. (6) Given the reactants [C:1]([O:5][C:6]([N:8]1[CH2:13][CH2:12][CH:11]([CH2:14][CH2:15][OH:16])[CH2:10][CH2:9]1)=[O:7])([CH3:4])([CH3:3])[CH3:2].[H-].[Na+].[C:19](Cl)(=[O:24])[C:20]([CH3:23])([CH3:22])[CH3:21].O, predict the reaction product. The product is: [C:1]([O:5][C:6]([N:8]1[CH2:13][CH2:12][CH:11]([CH2:14][CH2:15][O:16][C:19](=[O:24])[C:20]([CH3:23])([CH3:22])[CH3:21])[CH2:10][CH2:9]1)=[O:7])([CH3:4])([CH3:3])[CH3:2].